This data is from Full USPTO retrosynthesis dataset with 1.9M reactions from patents (1976-2016). The task is: Predict the reactants needed to synthesize the given product. (1) Given the product [F:1][C:2]1[CH:3]=[C:4]([N:12]2[CH2:16][C@H:15]([CH2:17][N:18]3[CH:22]=[CH:21][N:20]=[N:19]3)[O:14][C:13]2=[O:23])[CH:5]=[CH:6][C:7]=1[C:25]1[S:29][C:28]([C:30]([O:32][CH2:33][CH3:34])=[O:31])=[N:27][N:26]=1, predict the reactants needed to synthesize it. The reactants are: [F:1][C:2]1[CH:3]=[C:4]([N:12]2[CH2:16][C@H:15]([CH2:17][N:18]3[CH:22]=[CH:21][N:20]=[N:19]3)[O:14][C:13]2=[O:23])[CH:5]=[CH:6][C:7]=1[Sn](C)(C)C.Cl[C:25]1[S:29][C:28]([C:30]([O:32][CH2:33][CH3:34])=[O:31])=[N:27][N:26]=1.O1C=CC=C1P(C1OC=CC=1)C1OC=CC=1. (2) Given the product [OH:30][C:5]1[C:6]([CH2:27][CH2:28][CH3:29])=[C:7]([O:8][CH2:9][C:10]2[CH:15]=[CH:14][CH:13]=[C:12]([S:16][C:17]3[CH:24]=[C:23]([C:36]4[N:31]=[N:32][NH:33][N:38]=4)[CH:20]=[CH:19][N:18]=3)[CH:11]=2)[CH:25]=[CH:26][C:4]=1[C:1](=[O:3])[CH3:2], predict the reactants needed to synthesize it. The reactants are: [C:1]([C:4]1[CH:26]=[CH:25][C:7]([O:8][CH2:9][C:10]2[CH:11]=[C:12]([S:16][C:17]3[CH:24]=[CH:23][C:20](C#N)=[CH:19][N:18]=3)[CH:13]=[CH:14][CH:15]=2)=[C:6]([CH2:27][CH2:28][CH3:29])[C:5]=1[OH:30])(=[O:3])[CH3:2].[N-:31]=[N+:32]=[N-:33].[Na+].Cl.[CH2:36]([N:38](CC)CC)C. (3) Given the product [ClH:15].[Cl:18][CH2:17][C:9]1[CH:8]=[CH:7][CH:6]=[C:1]2[C:10]=1[CH:5]=[CH:4][CH:3]=[N:2]2.[ClH:15].[Cl:15][CH2:11][C:6]1[CH:7]=[CH:8][CH:9]=[C:10]2[C:5]=1[CH:4]=[CH:3][N:2]=[CH:1]2, predict the reactants needed to synthesize it. The reactants are: [CH:1]1[C:10]2[C:5](=[C:6]([CH2:11]O)[CH:7]=[CH:8][CH:9]=2)[CH:4]=[CH:3][N:2]=1.O=S(Cl)[Cl:15].[CH2:17](Cl)[Cl:18]. (4) Given the product [CH:34]1([C:37]2[CH:42]=[CH:41][C:40]([CH2:43][C:2]3[CH:9]=[C:8]([C@:10]4([O:28][C@H:27]([CH2:29][OH:30])[C@@H:22]([OH:23])[C@H:17]([OH:18])[C@H:12]4[OH:13])[OH:11])[CH:7]=[CH:6][C:3]=3[C:4]#[N:5])=[CH:39][CH:38]=2)[CH2:36][CH2:35]1, predict the reactants needed to synthesize it. The reactants are: F[C:2]1[CH:9]=[C:8]([C:10]2([O:28][C@H:27]([CH2:29][O:30]C(=O)C)[C@@H:22]([O:23]C(=O)C)[C@H:17]([O:18]C(=O)C)[C@H:12]2[O:13]C(=O)C)[OH:11])[CH:7]=[CH:6][C:3]=1[C:4]#[N:5].[CH:34]1([C:37]2[CH:42]=[CH:41][C:40]([CH2:43]C(OCC)=O)=[CH:39][CH:38]=2)[CH2:36][CH2:35]1. (5) The reactants are: [C:1](#[N:4])[CH:2]=C.[CH3:5][NH:6][CH2:7][CH2:8][C:9]1[CH:14]=[CH:13][CH:12]=[CH:11][N:10]=1. Given the product [N:10]1[CH:11]=[CH:12][CH:13]=[CH:14][C:9]=1[CH2:8][CH2:7][NH:6][CH2:5][CH2:2][C:1]#[N:4], predict the reactants needed to synthesize it. (6) Given the product [CH2:19]([N:21]1[CH:6]=[CH:7][C:8](=[O:18])[C:9]([O:10][CH2:11][C:12]2[CH:13]=[CH:14][CH:15]=[CH:16][CH:17]=2)=[C:4]1[CH2:3][O:2][CH3:1])[CH3:20], predict the reactants needed to synthesize it. The reactants are: [CH3:1][O:2][CH2:3][C:4]1O[CH:6]=[CH:7][C:8](=[O:18])[C:9]=1[O:10][CH2:11][C:12]1[CH:17]=[CH:16][CH:15]=[CH:14][CH:13]=1.[CH2:19]([NH2:21])[CH3:20].[OH-].[Na+].Cl. (7) Given the product [N:1]([C:4]1[CH:5]=[CH:6][C:7]([CH3:30])=[C:8]([C:10]([C:12]2[CH:17]=[CH:16][C:15]([NH:18][C:19]3[CH:20]=[CH:21][C:50]([F:53])=[CH:49][C:24]=3[CH3:23])=[CH:14][C:13]=2[Cl:29])=[O:11])[CH:9]=1)=[N+:2]=[N-:3], predict the reactants needed to synthesize it. The reactants are: [N:1]([C:4]1[CH:5]=[CH:6][C:7]([CH3:30])=[C:8]([C:10]([C:12]2[CH:17]=[CH:16][C:15]([NH:18][C:19]3[CH:24]=[CH:23]C(C(F)(F)F)=[CH:21][CH:20]=3)=[CH:14][C:13]=2[Cl:29])=[O:11])[CH:9]=1)=[N+:2]=[N-:3].NC1C=CC(C)=C(C(C2C=CC(NC3C=C[C:50]([F:53])=[CH:49]C=3C)=CC=2Cl)=O)C=1. (8) Given the product [CH2:15]([N:17]1[CH:21]=[C:20]([C:12]2[C:11]([F:14])=[CH:10][N:9]=[C:8]3[NH:4][CH:5]=[CH:6][C:7]=23)[C:19]([C:31]2[CH:36]=[CH:35][C:34]([N+:37]([O-:39])=[O:38])=[CH:33][CH:32]=2)=[N:18]1)[CH3:16], predict the reactants needed to synthesize it. The reactants are: C([N:4]1[C:8]2=[N:9][CH:10]=[C:11]([F:14])[C:12](I)=[C:7]2[CH:6]=[CH:5]1)(=O)C.[CH2:15]([N:17]1[CH:21]=[C:20](B2OC(C)(C)C(C)(C)O2)[C:19]([C:31]2[CH:36]=[CH:35][C:34]([N+:37]([O-:39])=[O:38])=[CH:33][CH:32]=2)=[N:18]1)[CH3:16].C(=O)(O)[O-].[Na+].O.